From a dataset of Full USPTO retrosynthesis dataset with 1.9M reactions from patents (1976-2016). Predict the reactants needed to synthesize the given product. (1) Given the product [CH3:27][N:19]1[C:18]2[N:17]=[C:16]([Br:15])[N:24]([CH2:29][C:30]#[C:31][CH3:32])[C:23]=2[C:22](=[O:25])[NH:21][C:20]1=[O:26], predict the reactants needed to synthesize it. The reactants are: CN(C=O)C.C(N(CC)C(C)C)(C)C.[Br:15][C:16]1[NH:24][C:23]2[C:22](=[O:25])[NH:21][C:20](=[O:26])[N:19]([CH3:27])[C:18]=2[N:17]=1.Br[CH2:29][C:30]#[C:31][CH3:32]. (2) Given the product [Cl:1][C:2]1[CH:21]=[C:20]([F:22])[CH:19]=[CH:18][C:3]=1[O:4][C:5]1[CH:13]=[CH:12][CH:11]=[C:10]([C:14]([F:15])([F:17])[F:16])[C:6]=1[C:7]([NH:23][C:24]1[CH:25]=[CH:26][C:27]([C:30]([OH:32])=[O:31])=[N:28][CH:29]=1)=[O:8], predict the reactants needed to synthesize it. The reactants are: [Cl:1][C:2]1[CH:21]=[C:20]([F:22])[CH:19]=[CH:18][C:3]=1[O:4][C:5]1[CH:13]=[CH:12][CH:11]=[C:10]([C:14]([F:17])([F:16])[F:15])[C:6]=1[C:7](O)=[O:8].[NH2:23][C:24]1[CH:25]=[CH:26][C:27]([C:30]([O:32]CC)=[O:31])=[N:28][CH:29]=1.CN(C(ON1N=NC2C=CC=NC1=2)=[N+](C)C)C.F[P-](F)(F)(F)(F)F.CN1CCOCC1.[H-].[Na+]. (3) Given the product [CH2:13]([O:15][C:16]([N:18]1[CH2:22][CH2:21][C:20]([OH:23])([C:3]2[CH:8]=[CH:7][C:6]([C:9]([F:12])([F:11])[F:10])=[CH:5][CH:4]=2)[CH2:19]1)=[O:17])[CH3:14], predict the reactants needed to synthesize it. The reactants are: [Mg].Br[C:3]1[CH:8]=[CH:7][C:6]([C:9]([F:12])([F:11])[F:10])=[CH:5][CH:4]=1.[CH2:13]([O:15][C:16]([N:18]1[CH2:22][CH2:21][C:20](=[O:23])[CH2:19]1)=[O:17])[CH3:14].[NH4+].[Cl-]. (4) Given the product [N:40]1([CH2:2][CH2:3][O:4][C:5]2[CH:14]=[C:13]3[C:8]([C:9]([O:15][C:16]4[C:17]([C:26]([O:28][CH2:29][CH2:30][CH3:31])=[O:27])=[CH:18][C:19]5[C:24]([CH:25]=4)=[CH:23][CH:22]=[CH:21][CH:20]=5)=[CH:10][CH:11]=[N:12]3)=[CH:7][C:6]=2[O:32][CH3:33])[CH:44]=[CH:43][N:42]=[CH:41]1, predict the reactants needed to synthesize it. The reactants are: Cl[CH2:2][CH2:3][O:4][C:5]1[CH:14]=[C:13]2[C:8]([C:9]([O:15][C:16]3[C:17]([C:26]([O:28][CH2:29][CH2:30][CH3:31])=[O:27])=[CH:18][C:19]4[C:24]([CH:25]=3)=[CH:23][CH:22]=[CH:21][CH:20]=4)=[CH:10][CH:11]=[N:12]2)=[CH:7][C:6]=1[O:32][CH3:33].C(=O)([O-])[O-].[K+].[K+].[NH:40]1[CH:44]=[CH:43][N:42]=[CH:41]1.O. (5) Given the product [CH2:1]([O:5][C:6]1[CH:10]=[C:9]([CH:11]=[CH:12][C:13]([OH:15])=[O:14])[N:8]([CH2:18][C:19]2[CH:24]=[CH:23][C:22]([Cl:25])=[CH:21][C:20]=2[Cl:26])[N:7]=1)[CH2:2][CH2:3][CH3:4], predict the reactants needed to synthesize it. The reactants are: [CH2:1]([O:5][C:6]1[CH:10]=[C:9]([CH:11]=[CH:12][C:13]([O:15]CC)=[O:14])[N:8]([CH2:18][C:19]2[CH:24]=[CH:23][C:22]([Cl:25])=[CH:21][C:20]=2[Cl:26])[N:7]=1)[CH2:2][CH2:3][CH3:4].[OH-].[Na+].O1CCCC1.